From a dataset of Forward reaction prediction with 1.9M reactions from USPTO patents (1976-2016). Predict the product of the given reaction. (1) Given the reactants [CH3:1][N:2]([CH3:31])[C:3](=[O:30])[CH2:4][N:5]1[C:14]2[C:9](=[N:10][CH:11]=[C:12]([CH2:15][C:16]3[CH:21]=[CH:20][C:19]([F:22])=[CH:18][CH:17]=3)[CH:13]=2)[C:8]([OH:23])=[C:7]([C:24](OCC)=[O:25])[C:6]1=[O:29].[NH2:32][CH2:33][C@@H:34]([OH:36])[CH3:35], predict the reaction product. The product is: [CH3:1][N:2]([CH3:31])[C:3](=[O:30])[CH2:4][N:5]1[C:14]2[C:9](=[N:10][CH:11]=[C:12]([CH2:15][C:16]3[CH:17]=[CH:18][C:19]([F:22])=[CH:20][CH:21]=3)[CH:13]=2)[C:8]([OH:23])=[C:7]([C:24]([NH:32][CH2:33][C@@H:34]([OH:36])[CH3:35])=[O:25])[C:6]1=[O:29]. (2) Given the reactants [N+](C1C=CC(COC(C2N3[C@H](SC=2)C([CH:20]([O:34]C(=O)C)[C:21]2[N:22]=[C:23]4[CH:32]=[N:31][C:30]5[C:25](=[CH:26][CH:27]=[CH:28][CH:29]=5)[N:24]4[CH:33]=2)(Br)C3=O)=O)=CC=1)([O-])=O.P([O-])([O-])([O-])=O, predict the reaction product. The product is: [CH:33]1[N:24]2[C:25]3[C:30]([N:31]=[CH:32][C:23]2=[N:22][C:21]=1[CH:20]=[O:34])=[CH:29][CH:28]=[CH:27][CH:26]=3. (3) Given the reactants [CH:1]([N:4]1[C:8](=O)[C:7]([NH:10][CH2:11][CH2:12][CH2:13][CH2:14][C:15]2[CH:20]=[CH:19][CH:18]=[CH:17][CH:16]=2)=[C:6]([C:21]2[CH:26]=[CH:25][CH:24]=[CH:23][CH:22]=2)[S:5]1(=[O:28])=[O:27])([CH3:3])[CH3:2].COC1C=CC(P2(=S)SP(=S)(C3C=CC(OC)=CC=3)[S:38]2)=CC=1, predict the reaction product. The product is: [CH:1]([N:4]1[C:8](=[S:38])[C:7]([NH:10][CH2:11][CH2:12][CH2:13][CH2:14][C:15]2[CH:20]=[CH:19][CH:18]=[CH:17][CH:16]=2)=[C:6]([C:21]2[CH:26]=[CH:25][CH:24]=[CH:23][CH:22]=2)[S:5]1(=[O:28])=[O:27])([CH3:3])[CH3:2]. (4) The product is: [NH2:7][C:8]1[O:9][CH2:10][CH2:11][C@:12]([C:15]2[CH:20]=[C:19]([NH:21][C:30]([C:28]3[S:29][C:25]([Cl:24])=[CH:26][CH:27]=3)=[O:31])[CH:18]=[CH:17][C:16]=2[F:22])([CH3:14])[N:13]=1. Given the reactants C(OC(=O)[NH:7][C:8]1[O:9][CH2:10][CH2:11][C@:12]([C:15]2[CH:20]=[C:19]([NH2:21])[CH:18]=[CH:17][C:16]=2[F:22])([CH3:14])[N:13]=1)(C)(C)C.[Cl:24][C:25]1[S:29][C:28]([C:30](O)=[O:31])=[CH:27][CH:26]=1, predict the reaction product. (5) Given the reactants [NH2:1][C:2]1[N:10]=[C:9]([O:11][CH2:12][CH2:13][CH2:14][CH3:15])[N:8]=[C:7]2[C:3]=1[N:4]=[C:5]([O:35][CH3:36])[N:6]2[CH2:16][CH2:17][CH2:18][CH:19]1[CH2:24]CCCN1C(OCC1C=CC=CC=1)=O.FC(F)(F)C(O)=O.C(OC1N=C2C(N=C(OC)N2)=C(N)N=1)CCC.BrCCC1CC[N:67]([C:70]([O:72][CH2:73][C:74]2[CH:79]=[CH:78][CH:77]=[CH:76][CH:75]=2)=[O:71])[CH2:66][CH2:65]1, predict the reaction product. The product is: [NH2:1][C:2]1[N:10]=[C:9]([O:11][CH2:12][CH2:13][CH2:14][CH3:15])[N:8]=[C:7]2[C:3]=1[N:4]=[C:5]([O:35][CH3:36])[N:6]2[CH2:16][CH2:17][CH:18]1[CH2:19][CH2:24][N:67]([C:70]([O:72][CH2:73][C:74]2[CH:79]=[CH:78][CH:77]=[CH:76][CH:75]=2)=[O:71])[CH2:66][CH2:65]1. (6) Given the reactants Br[C:2]1[CH:7]=[CH:6][C:5]([C:8]2[CH:12]=[C:11]([CH2:13][O:14][CH3:15])[O:10][N:9]=2)=[CH:4][CH:3]=1.[B:16]1([B:16]2[O:20][C:19]([CH3:22])([CH3:21])[C:18]([CH3:24])([CH3:23])[O:17]2)[O:20][C:19]([CH3:22])([CH3:21])[C:18]([CH3:24])([CH3:23])[O:17]1.C([O-])(=O)C.[K+], predict the reaction product. The product is: [CH3:15][O:14][CH2:13][C:11]1[O:10][N:9]=[C:8]([C:5]2[CH:6]=[CH:7][C:2]([B:16]3[O:20][C:19]([CH3:22])([CH3:21])[C:18]([CH3:24])([CH3:23])[O:17]3)=[CH:3][CH:4]=2)[CH:12]=1. (7) Given the reactants F[C:2]1[CH:11]=[CH:10][C:5]([C:6]([NH:8][CH3:9])=[O:7])=[C:4]([N+:12]([O-:14])=[O:13])[CH:3]=1.[N:15]12[CH2:23][CH2:22][CH:19]([CH2:20][CH2:21]1)[NH:18][CH2:17][CH2:16]2.C(=O)([O-])[O-].[K+].[K+], predict the reaction product. The product is: [N:15]12[CH2:23][CH2:22][CH:19]([CH2:20][CH2:21]1)[N:18]([C:2]1[CH:11]=[CH:10][C:5]([C:6]([NH:8][CH3:9])=[O:7])=[C:4]([N+:12]([O-:14])=[O:13])[CH:3]=1)[CH2:17][CH2:16]2.